From a dataset of Reaction yield outcomes from USPTO patents with 853,638 reactions. Predict the reaction yield, written as a fraction of the theoretical maximum amount of product (1.0 means a 100% yield; for example, 0.34 means a 34% yield). (1) The reactants are [Br:1][C:2]1[CH:3]=[C:4]([C:8]([NH:10][NH2:11])=[O:9])[CH:5]=[N:6][CH:7]=1.CN1CCOCC1.[Cl:19][CH2:20][C:21](Cl)=[O:22]. The catalyst is C(Cl)Cl. The product is [Br:1][C:2]1[CH:3]=[C:4]([C:8]([NH:10][NH:11][C:21](=[O:22])[CH2:20][Cl:19])=[O:9])[CH:5]=[N:6][CH:7]=1. The yield is 0.900. (2) The reactants are [F:1][C:2]1[CH:7]=[CH:6][CH:5]=[C:4]([O:8][CH3:9])[C:3]=1[OH:10].F[C:12]1[CH:19]=[CH:18][C:15]([CH:16]=[O:17])=[CH:14][C:13]=1[N+:20]([O-:22])=[O:21].[CH:23]([C:25]1[CH:26]=[CH:27][C:28]([O:32][C:33]2[C:38]([O:39][CH3:40])=[CH:37][CH:36]=[CH:35][C:34]=2[F:41])=[C:29]([CH:31]=1)[NH2:30])=[O:24].[NH2:42][C:43]1[S:44][CH:45]=[CH:46][N:47]=1. No catalyst specified. The product is [F:1][C:2]1[CH:7]=[CH:6][CH:5]=[C:4]([O:8][CH3:9])[C:3]=1[O:10][C:12]1[CH:19]=[CH:18][C:15]([CH:16]=[O:17])=[CH:14][C:13]=1[N+:20]([O-:22])=[O:21].[F:41][C:34]1[CH:35]=[CH:36][CH:37]=[C:38]([O:39][CH3:40])[C:33]=1[O:32][C:28]1[CH:27]=[CH:26][C:25]([CH:23]=[O:24])=[CH:31][C:29]=1[NH:30][C:3]([NH:42][C:43]1[S:44][CH:45]=[CH:46][N:47]=1)=[O:10]. The yield is 0.700. (3) The reactants are [Cl:1][C:2]1[CH:9]=[C:8]([O:10][CH3:11])[C:7]([N+:12]([O-:14])=[O:13])=[CH:6][C:3]=1[CH:4]=[O:5].[BH4-].[Na+]. The catalyst is CO. The product is [Cl:1][C:2]1[CH:9]=[C:8]([O:10][CH3:11])[C:7]([N+:12]([O-:14])=[O:13])=[CH:6][C:3]=1[CH2:4][OH:5]. The yield is 0.784. (4) The reactants are [CH3:1][O:2][C:3]1[C:8]([O:9][CH3:10])=[CH:7][CH:6]=[CH:5][C:4]=1[OH:11].F[C:13]1[CH:18]=[CH:17][C:16]([F:19])=[CH:15][C:14]=1[N+:20]([O-:22])=[O:21].[CH3:23][O:24][C:25]1[C:39]([O:40][CH3:41])=[CH:38][CH:37]=[CH:36][C:26]=1[O:27][C:28]1[CH:34]=[CH:33][C:32]([F:35])=[CH:31][C:29]=1[NH2:30].[NH2:42][C:43]1[S:44][CH:45]=[CH:46][N:47]=1. No catalyst specified. The product is [CH3:1][O:2][C:3]1[C:8]([O:9][CH3:10])=[CH:7][CH:6]=[CH:5][C:4]=1[O:11][C:13]1[CH:18]=[CH:17][C:16]([F:19])=[CH:15][C:14]=1[N+:20]([O-:22])=[O:21].[CH3:23][O:24][C:25]1[C:39]([O:40][CH3:41])=[CH:38][CH:37]=[CH:36][C:26]=1[O:27][C:28]1[CH:34]=[CH:33][C:32]([F:35])=[CH:31][C:29]=1[NH:30][C:4]([NH:42][C:43]1[S:44][CH:45]=[CH:46][N:47]=1)=[O:11]. The yield is 0.680. (5) The reactants are [CH3:1][C:2]1[C:6]([CH3:7])=[C:5]([NH:8][C:9](=[O:16])OCC(Cl)(Cl)Cl)[O:4][N:3]=1.[F:17][C:18]1[CH:23]=[CH:22][CH:21]=[CH:20][C:19]=1[C:24]1[CH:29]=[C:28]([N:30]2[CH2:35][CH2:34][NH:33][CH2:32][CH2:31]2)[N:27]=[CH:26][N:25]=1. The catalyst is C(OCC)(=O)C.CCCCCC. The product is [F:17][C:18]1[CH:23]=[CH:22][CH:21]=[CH:20][C:19]=1[C:24]1[N:25]=[CH:26][N:27]=[C:28]([N:30]2[CH2:31][CH2:32][N:33]([C:9]([NH:8][C:5]3[O:4][N:3]=[C:2]([CH3:1])[C:6]=3[CH3:7])=[O:16])[CH2:34][CH2:35]2)[CH:29]=1. The yield is 0.730. (6) The reactants are [NH2:1][C:2]1[CH:18]=[CH:17][C:5]([CH2:6][NH:7][C:8](=[O:16])[NH:9][CH2:10][C:11]([O:13]CC)=[O:12])=[CH:4]C=1C.[Li+].[OH-:21]. The catalyst is CO.O. The product is [C:5]([O:21][C:8]([NH:7][C:2]1[N:1]=[CH:4][C:5]([CH2:6][NH:7][C:8](=[O:16])[NH:9][CH2:10][C:11]([OH:13])=[O:12])=[CH:17][CH:18]=1)=[O:16])([CH3:17])([CH3:6])[CH3:4]. The yield is 0.980. (7) The reactants are Cl[C:2]1[N:7]=[N:6][C:5]([C:8]([O:10]C)=[O:9])=[CH:4][CH:3]=1.OC(C)(C)C[C@@]1(C2C=CC=CC=2)OC(=O)N([C@H](C2C=CC(B3OC(C)(C)C(C)(C)O3)=CC=2)C)CC1.C([O-])(O)=O.[Na+]. The catalyst is COCCOC.CCO.C1C=CC([P]([Pd]([P](C2C=CC=CC=2)(C2C=CC=CC=2)C2C=CC=CC=2)([P](C2C=CC=CC=2)(C2C=CC=CC=2)C2C=CC=CC=2)[P](C2C=CC=CC=2)(C2C=CC=CC=2)C2C=CC=CC=2)(C2C=CC=CC=2)C2C=CC=CC=2)=CC=1. The product is [N:7]1[CH:2]=[CH:3][CH:4]=[C:5]([C:8]([OH:10])=[O:9])[N:6]=1. The yield is 0.600.